From a dataset of Reaction yield outcomes from USPTO patents with 853,638 reactions. Predict the reaction yield, written as a fraction of the theoretical maximum amount of product (1.0 means a 100% yield; for example, 0.34 means a 34% yield). (1) The product is [Br:27][CH:28]1[C:29](=[O:30])[CH:31]([Br:32])[CH:10]2[N:11]([S:14]([C:17]3[CH:22]=[CH:21][C:20]([C:23]([F:25])([F:26])[F:24])=[CH:19][CH:18]=3)(=[O:16])=[O:15])[CH:12]1[CH:13]=[C:9]2[CH:6]1[CH2:7][CH2:8]1. The reactants are C([Zn]CC)C.[CH:6]1([C:9]2[CH:13]=[CH:12][N:11]([S:14]([C:17]3[CH:22]=[CH:21][C:20]([C:23]([F:26])([F:25])[F:24])=[CH:19][CH:18]=3)(=[O:16])=[O:15])[CH:10]=2)[CH2:8][CH2:7]1.[Br:27][CH2:28][C:29]([C:31](Br)(Br)[Br:32])=[O:30]. The catalyst is CCCCCC.C1(C)C=CC=CC=1.CCOC(C)=O. The yield is 0.620. (2) The reactants are [I:1][C:2]1[C:3]([NH:12]C(=O)C(C)(C)C)=[N:4][CH:5]=[C:6]([C:8]([F:11])([F:10])[F:9])[CH:7]=1.[OH-].[Na+].C([O-])(O)=O.[Na+]. The catalyst is OS(O)(=O)=O. The product is [I:1][C:2]1[C:3]([NH2:12])=[N:4][CH:5]=[C:6]([C:8]([F:11])([F:9])[F:10])[CH:7]=1. The yield is 1.00. (3) The reactants are [F:1][C:2]1[CH:7]=[CH:6][CH:5]=[C:4]([F:8])[C:3]=1[N:9]1[C:14]2[N:15]=[C:16](S(C)=O)[N:17]=[C:18]([C:19]3[CH:20]=[C:21]([CH:32]=[CH:33][C:34]=3[CH3:35])[C:22]([NH:24][C:25]3[CH:30]=[CH:29][C:28]([F:31])=[CH:27][CH:26]=3)=[O:23])[C:13]=2[CH:12]=[CH:11][C:10]1=[O:39].[CH3:40][NH:41][CH2:42][CH2:43][NH2:44]. The catalyst is C1COCC1. The product is [NH2:44][CH2:43][CH2:42][N:41]([CH3:40])[C:16]1[N:17]=[C:18]([C:19]2[CH:20]=[C:21]([CH:32]=[CH:33][C:34]=2[CH3:35])[C:22]([NH:24][C:25]2[CH:30]=[CH:29][C:28]([F:31])=[CH:27][CH:26]=2)=[O:23])[C:13]2[CH:12]=[CH:11][C:10](=[O:39])[N:9]([C:3]3[C:2]([F:1])=[CH:7][CH:6]=[CH:5][C:4]=3[F:8])[C:14]=2[N:15]=1. The yield is 0.160. (4) The reactants are [NH2:1][C@@H:2]([C:6]1[CH:11]=[CH:10][C:9]([O:12][CH3:13])=[C:8]([O:14][CH2:15][CH3:16])[CH:7]=1)[CH2:3][CH2:4][OH:5].C[O:18][C:19](=O)[C:20]1[C:25]([NH:26][C:27]([CH:29]2[CH2:31][CH2:30]2)=[O:28])=[CH:24][CH:23]=[CH:22][C:21]=1[CH2:32]Br.C(N(CC)CC)C.CCCCCC. The catalyst is CN(C=O)C.CCOCC. The product is [CH2:15]([O:14][C:8]1[CH:7]=[C:6]([C@H:2]([N:1]2[C:19](=[O:18])[C:20]3[C:21](=[CH:22][CH:23]=[CH:24][C:25]=3[NH:26][C:27]([CH:29]3[CH2:31][CH2:30]3)=[O:28])[CH2:32]2)[CH2:3][CH2:4][OH:5])[CH:11]=[CH:10][C:9]=1[O:12][CH3:13])[CH3:16]. The yield is 0.640.